This data is from Reaction yield outcomes from USPTO patents with 853,638 reactions. The task is: Predict the reaction yield, written as a fraction of the theoretical maximum amount of product (1.0 means a 100% yield; for example, 0.34 means a 34% yield). The reactants are C(OC(=O)[NH:7][C:8]1[CH:13]=[CH:12][CH:11]=[C:10]([C:14]2[CH:19]=[CH:18][C:17]([CH2:20][NH:21][S:22]([CH3:25])(=[O:24])=[O:23])=[CH:16][CH:15]=2)[N:9]=1)(C)(C)C. The catalyst is Cl.CO. The product is [NH2:7][C:8]1[N:9]=[C:10]([C:14]2[CH:15]=[CH:16][C:17]([CH2:20][NH:21][S:22]([CH3:25])(=[O:24])=[O:23])=[CH:18][CH:19]=2)[CH:11]=[CH:12][CH:13]=1. The yield is 0.800.